Dataset: Forward reaction prediction with 1.9M reactions from USPTO patents (1976-2016). Task: Predict the product of the given reaction. (1) Given the reactants O[C:2]1([C:12]2[C:20]([OH:21])=[CH:19][C:15]3[O:16][CH2:17][O:18][C:14]=3[CH:13]=2)[C:10]2[C:5](=[CH:6][CH:7]=[CH:8][CH:9]=2)[NH:4][C:3]1=[O:11].C([SiH](CC)CC)C.CCCCCCC, predict the reaction product. The product is: [OH:21][C:20]1[C:12]([CH:2]2[C:10]3[C:5](=[CH:6][CH:7]=[CH:8][CH:9]=3)[NH:4][C:3]2=[O:11])=[CH:13][C:14]2[O:18][CH2:17][O:16][C:15]=2[CH:19]=1. (2) Given the reactants [CH:1]1([N:5]2[CH2:10][CH2:9][N:8]([C:11]([C:13]3[CH:14]=[C:15]4[C:19](=[CH:20][CH:21]=3)[NH:18][C:17]([C:22]([N:24]3[CH2:29][CH2:28][S:27](=[O:31])(=[O:30])[CH2:26][CH2:25]3)=[O:23])=[CH:16]4)=[O:12])[CH2:7][CH2:6]2)[CH2:4][CH2:3][CH2:2]1.[H-].[Na+].Br[CH:35]([CH3:37])[CH3:36], predict the reaction product. The product is: [CH:1]1([N:5]2[CH2:6][CH2:7][N:8]([C:11]([C:13]3[CH:14]=[C:15]4[C:19](=[CH:20][CH:21]=3)[N:18]([CH:35]([CH3:37])[CH3:36])[C:17]([C:22]([N:24]3[CH2:29][CH2:28][S:27](=[O:30])(=[O:31])[CH2:26][CH2:25]3)=[O:23])=[CH:16]4)=[O:12])[CH2:9][CH2:10]2)[CH2:2][CH2:3][CH2:4]1. (3) Given the reactants Cl[C:2]1[CH:7]=[CH:6][N:5]=[C:4]([NH:8][CH2:9][C:10]2[O:14][N:13]=[C:12]([CH3:15])[CH:11]=2)[N:3]=1.[O:16]1[CH:20]=[CH:19][CH:18]=[C:17]1[C:21]1[NH:25][N:24]=[C:23]([NH2:26])[CH:22]=1, predict the reaction product. The product is: [O:16]1[CH:20]=[CH:19][CH:18]=[C:17]1[C:21]1[NH:25][N:24]=[C:23]([NH:26][C:2]2[CH:7]=[CH:6][N:5]=[C:4]([NH:8][CH2:9][C:10]3[O:14][N:13]=[C:12]([CH3:15])[CH:11]=3)[N:3]=2)[CH:22]=1. (4) Given the reactants Br.Br[CH2:3][C:4]([C:6]1[CH:7]=[N:8][CH:9]=[CH:10][CH:11]=1)=[O:5].[CH2:12]([NH2:15])[CH:13]=[CH2:14].C(N(C(C)C)CC)(C)C.[C:25]([O:29][C:30](O[C:30]([O:29][C:25]([CH3:28])([CH3:27])[CH3:26])=[O:31])=[O:31])([CH3:28])([CH3:27])[CH3:26], predict the reaction product. The product is: [CH2:12]([N:15]([CH2:3][C:4](=[O:5])[C:6]1[CH:7]=[N:8][CH:9]=[CH:10][CH:11]=1)[C:30](=[O:31])[O:29][C:25]([CH3:28])([CH3:27])[CH3:26])[CH:13]=[CH2:14]. (5) Given the reactants [CH3:1][O:2][C:3]1[CH:8]=[CH:7][C:6]([N:9]2[C:13]3[C:14](=[O:18])[NH:15][CH2:16][CH2:17][C:12]=3[C:11]([C:19]([F:22])([F:21])[F:20])=[N:10]2)=[CH:5][CH:4]=1.[H-].[Na+].Br[CH2:26][C:27]([OH:29])=[O:28], predict the reaction product. The product is: [C:12]([O:29][C:27](=[O:28])[CH2:26][N:15]1[CH2:16][CH2:17][C:12]2[C:11]([C:19]([F:22])([F:20])[F:21])=[N:10][N:9]([C:6]3[CH:5]=[CH:4][C:3]([O:2][CH3:1])=[CH:8][CH:7]=3)[C:13]=2[C:14]1=[O:18])([CH3:17])([CH3:13])[CH3:11]. (6) The product is: [Cl:3][C:4]1[CH:5]=[CH:6][CH:7]=[C:8]2[C:13]=1[N:12]=[C:11]([C:14]1[CH:19]=[CH:18][CH:17]=[CH:16][C:15]=1[F:20])[C:10]([CH2:21][OH:22])=[CH:9]2. Given the reactants [BH4-].[Na+].[Cl:3][C:4]1[CH:5]=[CH:6][CH:7]=[C:8]2[C:13]=1[N:12]=[C:11]([C:14]1[CH:19]=[CH:18][CH:17]=[CH:16][C:15]=1[F:20])[C:10]([CH:21]=[O:22])=[CH:9]2, predict the reaction product.